Dataset: Forward reaction prediction with 1.9M reactions from USPTO patents (1976-2016). Task: Predict the product of the given reaction. (1) The product is: [S:29]([O:8][CH2:9][C@@H:10]1[O:15][CH2:14][CH2:13][N:12]([C:16]([O:18][C:19]([CH3:22])([CH3:21])[CH3:20])=[O:17])[CH2:11]1)([C:26]1[CH:27]=[CH:28][C:23]([CH3:33])=[CH:24][CH:25]=1)(=[O:31])=[O:30]. Given the reactants C(N(CC)CC)C.[OH:8][CH2:9][C@@H:10]1[O:15][CH2:14][CH2:13][N:12]([C:16]([O:18][C:19]([CH3:22])([CH3:21])[CH3:20])=[O:17])[CH2:11]1.[C:23]1([CH3:33])[CH:28]=[CH:27][C:26]([S:29](Cl)(=[O:31])=[O:30])=[CH:25][CH:24]=1, predict the reaction product. (2) Given the reactants C1C=C(Cl)C=C(C(OO)=[O:9])C=1.[CH:12]1([NH:15][C:16](=[O:41])[C:17]2[CH:22]=[C:21]([C:23]3[CH:24]=[C:25]4[CH:31]=[N:30][N:29]([C:32]5[CH:37]=[CH:36][CH:35]=[C:34]([CH3:38])[CH:33]=5)[C:26]4=[CH:27][N:28]=3)[C:20]([CH3:39])=[C:19]([F:40])[CH:18]=2)[CH2:14][CH2:13]1, predict the reaction product. The product is: [CH:12]1([NH:15][C:16](=[O:41])[C:17]2[CH:22]=[C:21]([C:23]3[CH:24]=[C:25]4[CH:31]=[N:30][N:29]([C:32]5[CH:37]=[CH:36][CH:35]=[C:34]([CH3:38])[CH:33]=5)[C:26]4=[CH:27][N+:28]=3[O-:9])[C:20]([CH3:39])=[C:19]([F:40])[CH:18]=2)[CH2:13][CH2:14]1. (3) Given the reactants [NH2:1][C:2]1[CH:10]=[C:9]2[C:5]([C:6]([CH3:14])([CH3:13])[C:7](=[O:12])[N:8]2[CH3:11])=[CH:4][C:3]=1[F:15].[C:16](O)(=[O:23])[C:17]1[CH:22]=[CH:21][N:20]=[CH:19][CH:18]=1, predict the reaction product. The product is: [F:15][C:3]1[CH:4]=[C:5]2[C:9](=[CH:10][C:2]=1[NH:1][C:16](=[O:23])[C:17]1[CH:22]=[CH:21][N:20]=[CH:19][CH:18]=1)[N:8]([CH3:11])[C:7](=[O:12])[C:6]2([CH3:13])[CH3:14]. (4) Given the reactants C([N:3]([CH2:15][CH3:16])[C:4](=[O:14])[C:5]1[CH:10]=[CH:9][C:8]([O:11][CH3:12])=[CH:7][C:6]=1C)C.C([Li])(C)(C)C.CCCCC.[CH3:27][N:28](C)[C:29]#N, predict the reaction product. The product is: [CH3:27][N:28]([CH3:29])[C:15]1[N:3]=[C:4]([OH:14])[C:5]2[C:6]([CH:16]=1)=[CH:7][C:8]([O:11][CH3:12])=[CH:9][CH:10]=2. (5) Given the reactants [CH3:1][CH:2]([NH:12][C:13]([CH3:16])([CH3:15])[CH3:14])[C:3]([C:5]1[CH:6]=[CH:7][CH:8]=[C:9]([Cl:11])[CH:10]=1)=[O:4].Br.C([O-])(=O)C.P([O-])([O-])([O-])=O.CC(NC(C)(C)C)C(C1C=CC=C(Cl)C=1)=O.Cl, predict the reaction product. The product is: [CH3:1][CH:2]([NH:12][C:13]([CH3:14])([CH3:16])[CH3:15])[C:3]([C:5]1[CH:6]=[CH:7][CH:8]=[C:9]([Cl:11])[CH:10]=1)=[O:4]. (6) The product is: [F:12][C:6]1[CH:7]=[C:8]([F:11])[CH:9]=[CH:10][C:5]=1[CH:3]([OH:4])[CH:2]([NH:1][C:35]([C:28]1[C:29]2[C:34](=[CH:33][CH:32]=[CH:31][CH:30]=2)[C:25]([F:24])=[CH:26][CH:27]=1)=[O:36])[CH2:13][C:14]1[CH:19]=[CH:18][C:17]([C:20]([F:23])([F:22])[F:21])=[CH:16][CH:15]=1. Given the reactants [NH2:1][CH:2]([CH2:13][C:14]1[CH:19]=[CH:18][C:17]([C:20]([F:23])([F:22])[F:21])=[CH:16][CH:15]=1)[CH:3]([C:5]1[CH:10]=[CH:9][C:8]([F:11])=[CH:7][C:6]=1[F:12])[OH:4].[F:24][C:25]1[C:34]2[C:29](=[CH:30][CH:31]=[CH:32][CH:33]=2)[C:28]([C:35](O)=[O:36])=[CH:27][CH:26]=1.Cl.C(N=C=NCCCN(C)C)C.ON1C2C=CC=CC=2N=N1, predict the reaction product. (7) Given the reactants Cl[C:2]1[C:3]2[C:8]([N:9]=[C:10]3[C:15]=1[CH:14]=[CH:13][CH:12]=[CH:11]3)=[CH:7][CH:6]=[CH:5][CH:4]=2.[NH2:16][CH:17]([CH2:19][CH2:20][CH2:21][N:22]([CH2:25][CH3:26])[CH2:23][CH3:24])[CH3:18].C1(O)C=CC=CC=1.C(N(CC)CC)C.Cl.[OH-].[Na+], predict the reaction product. The product is: [CH:4]1[C:3]2[C:8](=[N:9][C:10]3[C:15]([C:2]=2[NH:16][CH:17]([CH3:18])[CH2:19][CH2:20][CH2:21][N:22]([CH2:25][CH3:26])[CH2:23][CH3:24])=[CH:14][CH:13]=[CH:12][CH:11]=3)[CH:7]=[CH:6][CH:5]=1.